From a dataset of Forward reaction prediction with 1.9M reactions from USPTO patents (1976-2016). Predict the product of the given reaction. (1) Given the reactants [F:1][C:2]1[CH:7]=[CH:6][C:5]([C@H:8]2[CH2:17][CH2:16][CH2:15][C@@H:14]3[N:9]2[C:10](=[O:18])[CH2:11][CH:12]=[CH:13]3)=[CH:4][CH:3]=1.[H][H], predict the reaction product. The product is: [F:1][C:2]1[CH:7]=[CH:6][C:5]([C@H:8]2[CH2:17][CH2:16][CH2:15][C@@H:14]3[N:9]2[C:10](=[O:18])[CH2:11][CH2:12][CH2:13]3)=[CH:4][CH:3]=1. (2) The product is: [F:40][C:5]1[C:6]([O:7][CH:8]([C:21]2[O:22][CH:23]=[C:24]([C:26]3[CH:31]=[CH:30][C:29]([C:32]([F:35])([F:34])[F:33])=[CH:28][CH:27]=3)[N:25]=2)[CH2:9][NH:10][S:49]([CH3:48])(=[O:51])=[O:50])=[CH:36][CH:37]=[C:38]([F:39])[C:4]=1[C:1]([NH2:2])=[O:3]. Given the reactants [C:1]([C:4]1[C:5]([F:40])=[C:6]([CH:36]=[CH:37][C:38]=1[F:39])[O:7][CH:8]([C:21]1[O:22][CH:23]=[C:24]([C:26]2[CH:31]=[CH:30][C:29]([C:32]([F:35])([F:34])[F:33])=[CH:28][CH:27]=2)[N:25]=1)[CH2:9][NH:10]C(=O)OCC1C=CC=CC=1)(=[O:3])[NH2:2].C(N(CC)CC)C.[CH3:48][S:49](Cl)(=[O:51])=[O:50], predict the reaction product.